This data is from Catalyst prediction with 721,799 reactions and 888 catalyst types from USPTO. The task is: Predict which catalyst facilitates the given reaction. (1) Reactant: Cl.N[C@H]([C:5]1[C:6]([Cl:14])=[C:7]([CH:11]=[CH:12][CH:13]=1)[C:8]([OH:10])=[O:9])C.C1COCC1.[CH3:20][CH2:21][N:22](C(C)C)C(C)C.[C:37](O[C:37]([O:39][C:40]([CH3:43])([CH3:42])[CH3:41])=[O:38])([O:39][C:40]([CH3:43])([CH3:42])[CH3:41])=[O:38]. Product: [C:40]([O:39][C:37]([NH:22][C@H:21]([C:13]1[CH:12]=[CH:11][C:7]([C:8]([OH:10])=[O:9])=[C:6]([Cl:14])[CH:5]=1)[CH3:20])=[O:38])([CH3:41])([CH3:42])[CH3:43]. The catalyst class is: 37. (2) Reactant: C([Li])CCC.[CH2:6]([NH:13][Si](C)(C)C)[C:7]1[CH:12]=[CH:11][CH:10]=[CH:9][CH:8]=1.CO[C@H](C1C=CC=CC=1)[C@H](OC)C1C=CC=CC=1.[C:36]([O:46][C:47]([CH3:50])([CH3:49])[CH3:48])(=[O:45])[CH:37]=[CH:38][C:39]1[CH:44]=[CH:43][CH:42]=[CH:41][CH:40]=1.Cl[Si](C)(C)C. Product: [CH2:6]([NH:13][CH:38]([C:39]1[CH:40]=[CH:41][CH:42]=[CH:43][CH:44]=1)[CH2:37][C:36]([O:46][C:47]([CH3:50])([CH3:49])[CH3:48])=[O:45])[C:7]1[CH:12]=[CH:11][CH:10]=[CH:9][CH:8]=1. The catalyst class is: 648.